This data is from Forward reaction prediction with 1.9M reactions from USPTO patents (1976-2016). The task is: Predict the product of the given reaction. The product is: [CH2:47]([NH:46][C:44]([N:43]1[CH:39]([CH2:40][CH:41]=[CH2:42])[CH2:38][C:37](=[O:54])[N:36]2[CH:13]([CH2:12][C:9]3[CH:8]=[CH:7][C:55]([OH:57])=[CH:11][CH:10]=3)[C:14](=[O:35])[N:15]([CH2:16][C:17]3[CH:22]=[CH:21][CH:20]=[C:19]([O:23][CH3:24])[C:18]=3[O:25][CH3:26])[CH2:27][CH:28]12)=[O:45])[C:48]1[CH:49]=[CH:50][CH:51]=[CH:52][CH:53]=1. Given the reactants C(OC1[CH:11]=[CH:10][C:9]([CH2:12][CH:13]([NH:36][C:37](=[O:54])[CH2:38][CH:39]([NH:43][C:44]([NH:46][CH2:47][C:48]2[CH:53]=[CH:52][CH:51]=[CH:50][CH:49]=2)=[O:45])[CH2:40][CH:41]=[CH2:42])[C:14](=[O:35])[N:15]([CH2:27][CH:28](OCC)OCC)[CH2:16][C:17]2[CH:22]=[CH:21][CH:20]=[C:19]([O:23][CH3:24])[C:18]=2[O:25][CH3:26])=[CH:8][CH:7]=1)(C)(C)C.[CH:55]([OH:57])=O, predict the reaction product.